Dataset: Catalyst prediction with 721,799 reactions and 888 catalyst types from USPTO. Task: Predict which catalyst facilitates the given reaction. Reactant: Br[C:2]1[CH:3]=[C:4]2[C:8](=[C:9]([C:11]([NH2:13])=[O:12])[CH:10]=1)[NH:7][CH:6]=[C:5]2[CH:14]1[CH2:18][CH2:17][S:16](=[O:20])(=[O:19])[CH2:15]1.CC1(C)C(C)(C)OB([C:29]2[CH:30]=[C:31]([CH2:34][N:35]3[CH2:41][CH2:40][CH2:39][CH2:38][CH2:37][CH2:36]3)[S:32][CH:33]=2)O1.C(=O)([O-])[O-].[K+].[K+]. Product: [O:19]=[S:16]1(=[O:20])[CH2:17][CH2:18][CH:14]([C:5]2[C:4]3[C:8](=[C:9]([C:11]([NH2:13])=[O:12])[CH:10]=[C:2]([C:29]4[CH:30]=[C:31]([CH2:34][N:35]5[CH2:36][CH2:37][CH2:38][CH2:39][CH2:40][CH2:41]5)[S:32][CH:33]=4)[CH:3]=3)[NH:7][CH:6]=2)[CH2:15]1. The catalyst class is: 117.